From a dataset of Full USPTO retrosynthesis dataset with 1.9M reactions from patents (1976-2016). Predict the reactants needed to synthesize the given product. (1) Given the product [C:1]([O:5][C:6](=[O:31])[NH:7][C@H:8]([C:17]1[CH:18]=[CH:19][C:20]([OH:23])=[CH:21][CH:22]=1)[CH2:9][N:10]1[CH2:11][CH2:12][N:13]([CH3:16])[CH2:14][CH2:15]1)([CH3:4])([CH3:2])[CH3:3], predict the reactants needed to synthesize it. The reactants are: [C:1]([O:5][C:6](=[O:31])[NH:7][C@H:8]([C:17]1[CH:22]=[CH:21][C:20]([O:23][Si](C(C)(C)C)(C)C)=[CH:19][CH:18]=1)[CH2:9][N:10]1[CH2:15][CH2:14][N:13]([CH3:16])[CH2:12][CH2:11]1)([CH3:4])([CH3:3])[CH3:2].CCCC[N+](CCCC)(CCCC)CCCC.[F-]. (2) Given the product [OH:35][C:23]1[CH:22]=[C:21]([CH2:20][C@H:9]([NH:8][C:6]([O:5][C:1]([CH3:2])([CH3:4])[CH3:3])=[O:7])[C:10]([O:12][C@H:13]([CH3:19])[CH2:14][O:15][C:16](=[O:18])[CH3:17])=[O:11])[CH:26]=[CH:25][C:24]=1[OH:27], predict the reactants needed to synthesize it. The reactants are: [C:1]([O:5][C:6]([NH:8][C@@H:9]([CH2:20][C:21]1[CH:26]=[CH:25][C:24]([O:27]CC2C=CC=CC=2)=[C:23]([O:35]CC2C=CC=CC=2)[CH:22]=1)[C:10]([O:12][C@H:13]([CH3:19])[CH2:14][O:15][C:16](=[O:18])[CH3:17])=[O:11])=[O:7])([CH3:4])([CH3:3])[CH3:2].[H][H]. (3) Given the product [CH:1]1([C:6]2[CH:7]=[C:8]([C:18]([NH:23][N:22]([CH3:21])[C:24]3[CH:29]=[CH:28][CH:27]=[CH:26][CH:25]=3)=[O:20])[CH:9]=[N:10][C:11]=2[O:12][CH2:13][C:14]([F:15])([F:16])[F:17])[CH2:2][CH2:3][CH2:4][CH2:5]1, predict the reactants needed to synthesize it. The reactants are: [CH:1]1([C:6]2[CH:7]=[C:8]([C:18]([OH:20])=O)[CH:9]=[N:10][C:11]=2[O:12][CH2:13][C:14]([F:17])([F:16])[F:15])[CH2:5][CH2:4][CH2:3][CH2:2]1.[CH3:21][N:22]([C:24]1[CH:29]=[CH:28][CH:27]=[CH:26][CH:25]=1)[NH2:23]. (4) Given the product [OH:16][C@H:14]1[CH2:13][C@H:9]2[O:10][C:11](=[O:12])[C@H:7]([CH3:6])[C@H:8]2[CH2:15]1, predict the reactants needed to synthesize it. The reactants are: Cl(O)(=O)(=O)=O.[CH3:6][C@H:7]1[C:11](=[O:12])[O:10][C@@H:9]2[CH2:13][CH:14]=[CH:15][C@H:8]12.[OH-:16].[Na+].[BH4-].[Na+].Cl.[Na+].[Cl-]. (5) Given the product [CH2:7]([O:6][C:4]([C:3]1[CH:1]=[N:29][C:30]2[CH2:34][CH2:33][C:32](=[O:35])[C:31]=2[CH:9]=1)=[O:5])[CH3:8], predict the reactants needed to synthesize it. The reactants are: [CH:1]([CH:3]([CH:9]=O)[C:4]([O:6][CH2:7][CH3:8])=[O:5])=O.C(N(CC)CC)C.C1(C)C=CC(S(Cl)(=O)=O)=CC=1.[NH2:29][C:30]1[CH2:34][CH2:33][C:32](=[O:35])[CH:31]=1. (6) Given the product [NH2:4][CH2:3][C:2]([CH3:7])([CH3:1])[CH2:5][NH:6][CH2:10][CH2:9][C:8]#[N:11], predict the reactants needed to synthesize it. The reactants are: [CH3:1][C:2]([CH3:7])([CH2:5][NH2:6])[CH2:3][NH2:4].[C:8](#[N:11])[CH:9]=[CH2:10]. (7) Given the product [F:1][C:2]1[CH:3]=[CH:4][C:5]([N:8]([CH3:21])[S:9]([C:12]2[CH:13]=[CH:14][C:15]([C:16]([NH:33][C:30]3[S:31][CH:32]=[C:28]([C:23]4[CH:24]=[CH:25][CH:26]=[CH:27][N:22]=4)[N:29]=3)=[O:18])=[CH:19][CH:20]=2)(=[O:10])=[O:11])=[CH:6][CH:7]=1, predict the reactants needed to synthesize it. The reactants are: [F:1][C:2]1[CH:7]=[CH:6][C:5]([N:8]([CH3:21])[S:9]([C:12]2[CH:20]=[CH:19][C:15]([C:16]([OH:18])=O)=[CH:14][CH:13]=2)(=[O:11])=[O:10])=[CH:4][CH:3]=1.[N:22]1[CH:27]=[CH:26][CH:25]=[CH:24][C:23]=1[C:28]1[N:29]=[C:30]([NH2:33])[S:31][CH:32]=1.